Task: Predict the reactants needed to synthesize the given product.. Dataset: Full USPTO retrosynthesis dataset with 1.9M reactions from patents (1976-2016) (1) The reactants are: CS(O[CH:6]1[CH2:10][CH2:9][N:8]([C:11]([O:13][C:14]([CH3:17])([CH3:16])[CH3:15])=[O:12])[CH2:7]1)(=O)=O.[NH2:18][C:19]1[S:20][C:21]2[CH:27]=[C:26]([SH:28])[CH:25]=[CH:24][C:22]=2[N:23]=1.C(=O)([O-])[O-].[K+].[K+].[BH4-].[Na+]. Given the product [NH2:18][C:19]1[S:20][C:21]2[CH:27]=[C:26]([S:28][CH:6]3[CH2:10][CH2:9][N:8]([C:11]([O:13][C:14]([CH3:15])([CH3:16])[CH3:17])=[O:12])[CH2:7]3)[CH:25]=[CH:24][C:22]=2[N:23]=1, predict the reactants needed to synthesize it. (2) Given the product [NH:1]1[C:5]2[CH:6]=[CH:7][CH:8]=[CH:9][C:4]=2[N:3]=[C:2]1[C:10]1[CH:17]=[CH:16][C:13](/[C:14](=[N:19]/[OH:20])/[NH2:15])=[CH:12][CH:11]=1, predict the reactants needed to synthesize it. The reactants are: [NH:1]1[C:5]2[CH:6]=[CH:7][CH:8]=[CH:9][C:4]=2[N:3]=[C:2]1[C:10]1[CH:17]=[CH:16][C:13]([C:14]#[N:15])=[CH:12][CH:11]=1.Cl.[NH2:19][OH:20].[OH-].[Na+].Cl. (3) The reactants are: Cl[C:2]1[C:11]2[C:6](=[CH:7][CH:8]=[CH:9][CH:10]=2)[CH:5]=[C:4]([NH:12][C:13]2[CH:17]=[C:16](C)[NH:15][N:14]=2)[N:3]=1.[CH2:19]([O:23][C:24]1[CH:29]=[CH:28][C:27]([NH2:30])=[CH:26][CH:25]=1)[CH2:20][CH2:21][CH3:22]. Given the product [CH2:19]([O:23][C:24]1[CH:25]=[CH:26][C:27]([NH:30][C:2]2[C:11]3[C:6](=[CH:7][CH:8]=[CH:9][CH:10]=3)[CH:5]=[C:4]([NH:12][C:13]3[CH:17]=[CH:16][NH:15][N:14]=3)[N:3]=2)=[CH:28][CH:29]=1)[CH2:20][CH2:21][CH3:22], predict the reactants needed to synthesize it. (4) Given the product [C:1]([O:5][C:6]([N:8]1[C@H:9]([C:14](=[O:26])[NH:15][C@:16]2([C:21]([O:23][CH2:24][CH3:25])=[O:22])[CH2:18][C@H:17]2[CH:19]=[CH2:20])[CH2:10][C@@H:11]([O:13][C:27]([N:34]2[CH2:35][C:49]3[C:37](=[CH:45][CH:46]=[CH:42][C:41]=3[F:40])[CH2:38]2)=[O:28])[CH2:12]1)=[O:7])([CH3:4])([CH3:2])[CH3:3], predict the reactants needed to synthesize it. The reactants are: [C:1]([O:5][C:6]([N:8]1[CH2:12][C@H:11]([OH:13])[CH2:10][C@H:9]1[C:14](=[O:26])[NH:15][C@:16]1([C:21]([O:23][CH2:24][CH3:25])=[O:22])[CH2:18][C@H:17]1[CH:19]=[CH2:20])=[O:7])([CH3:4])([CH3:3])[CH3:2].[C:27]([N:34]1[CH:38]=[CH:37]N=[CH:35]1)(N1C=CN=C1)=[O:28].Cl.[F:40][C:41]1[CH:49]=CC=[C:46]2[C:42]=1CN[CH2:45]2.Cl. (5) Given the product [Cl:1][C:2]1[CH:32]=[CH:31][C:5]2[NH:6][C:7](=[O:30])[C@@H:8]([CH2:22][C:23]3[CH:28]=[CH:27][CH:26]=[CH:25][C:24]=3[Cl:29])[N:9]=[C:10]([C:11]3[CH:21]=[CH:20][C:14]4[NH:15][C:16](=[O:19])[N:17]([CH3:18])[C:13]=4[CH:12]=3)[C:4]=2[CH:3]=1, predict the reactants needed to synthesize it. The reactants are: [Cl:1][C:2]1[CH:32]=[CH:31][C:5]2[NH:6][C:7](=[O:30])[C@H:8]([CH2:22][C:23]3[CH:28]=[CH:27][CH:26]=[CH:25][C:24]=3[Cl:29])[N:9]=[C:10]([C:11]3[CH:21]=[CH:20][C:14]4[NH:15][C:16](=[O:19])[N:17]([CH3:18])[C:13]=4[CH:12]=3)[C:4]=2[CH:3]=1.ClC1C=CC=CC=1C[C@@H](C(O)=O)N. (6) Given the product [N:28]([CH2:4][C:5]1[NH:6][C:7]([C:10]2[CH:15]=[CH:14][N:13]=[CH:12][CH:11]=2)=[N:8][CH:9]=1)=[N+:29]=[N-:30], predict the reactants needed to synthesize it. The reactants are: Br.Br.Br[CH2:4][C:5]1[N:6]=[C:7]([C:10]2[CH:15]=[CH:14][N:13]=[CH:12][CH:11]=2)[NH:8][CH:9]=1.CN(C=O)C.C(N(CC)CC)C.[N-:28]=[N+:29]=[N-:30].[Na+]. (7) Given the product [NH2:22][C@H:23]([CH2:27][CH3:28])[C:24]([NH:6][C:5]1[CH:7]=[CH:8][C:9]([C:10]2[O:14][CH:13]=[N:12][CH:11]=2)=[C:3]([O:2][CH3:1])[CH:4]=1)=[O:25], predict the reactants needed to synthesize it. The reactants are: [CH3:1][O:2][C:3]1[CH:4]=[C:5]([CH:7]=[CH:8][C:9]=1[C:10]1[O:14][CH:13]=[N:12][CH:11]=1)[NH2:6].C(OC([NH:22][C@H:23]([CH2:27][CH3:28])[C:24](O)=[O:25])=O)(C)(C)C.C(N(CC)C(C)C)(C)C.CCCP1(OP(CCC)(=O)OP(CCC)(=O)O1)=O. (8) Given the product [Cl:1][C:2]1[CH:3]=[C:4]([CH:5]=[CH:6][C:7]=1[O:8][C:9]1[CH:10]=[N:11][CH:12]=[CH:13][CH:14]=1)[NH2:15], predict the reactants needed to synthesize it. The reactants are: [Cl:1][C:2]1[CH:3]=[C:4]([N+:15]([O-])=O)[CH:5]=[CH:6][C:7]=1[O:8][C:9]1[CH:10]=[N:11][CH:12]=[CH:13][CH:14]=1.C([O-])(=O)C.[NH4+].